From a dataset of NCI-60 drug combinations with 297,098 pairs across 59 cell lines. Regression. Given two drug SMILES strings and cell line genomic features, predict the synergy score measuring deviation from expected non-interaction effect. (1) Drug 1: CN1CCC(CC1)COC2=C(C=C3C(=C2)N=CN=C3NC4=C(C=C(C=C4)Br)F)OC. Drug 2: C1=CN(C=N1)CC(O)(P(=O)(O)O)P(=O)(O)O. Cell line: NCI-H226. Synergy scores: CSS=15.6, Synergy_ZIP=-0.644, Synergy_Bliss=1.15, Synergy_Loewe=1.28, Synergy_HSA=2.18. (2) Drug 1: C1=CC=C(C=C1)NC(=O)CCCCCCC(=O)NO. Drug 2: C1CN(P(=O)(OC1)NCCCl)CCCl. Cell line: SR. Synergy scores: CSS=25.1, Synergy_ZIP=2.13, Synergy_Bliss=-0.362, Synergy_Loewe=-50.8, Synergy_HSA=-3.36. (3) Drug 1: C1=CC=C(C=C1)NC(=O)CCCCCCC(=O)NO. Drug 2: C1=NNC2=C1C(=O)NC=N2. Cell line: OVCAR-4. Synergy scores: CSS=9.08, Synergy_ZIP=-1.05, Synergy_Bliss=5.77, Synergy_Loewe=-2.37, Synergy_HSA=2.81. (4) Drug 1: C1=C(C(=O)NC(=O)N1)N(CCCl)CCCl. Drug 2: C1CN(CCN1C(=O)CCBr)C(=O)CCBr. Cell line: K-562. Synergy scores: CSS=51.8, Synergy_ZIP=7.84, Synergy_Bliss=7.69, Synergy_Loewe=3.83, Synergy_HSA=10.0.